This data is from Forward reaction prediction with 1.9M reactions from USPTO patents (1976-2016). The task is: Predict the product of the given reaction. Given the reactants [CH3:1][O:2][C:3]1[CH:4]=[C:5]2[C:10](=[CH:11][C:12]=1[O:13][CH3:14])[N:9]=[CH:8][N:7]=[C:6]2[N:15]1[CH2:20][CH2:19][C:18]2[N:21](COCC[Si](C)(C)C)[N:22]=[C:23]([C:24]([OH:27])([CH3:26])[CH3:25])[C:17]=2[CH2:16]1.Cl, predict the reaction product. The product is: [CH3:1][O:2][C:3]1[CH:4]=[C:5]2[C:10](=[CH:11][C:12]=1[O:13][CH3:14])[N:9]=[CH:8][N:7]=[C:6]2[N:15]1[CH2:20][CH2:19][C:18]2[NH:21][N:22]=[C:23]([C:24]([OH:27])([CH3:25])[CH3:26])[C:17]=2[CH2:16]1.